From a dataset of Full USPTO retrosynthesis dataset with 1.9M reactions from patents (1976-2016). Predict the reactants needed to synthesize the given product. (1) Given the product [F:1][C:2]1[CH:3]=[CH:4][C:5]2[N:6]([C:8]([C:11]3[N:16]=[C:15]([NH:17][C@@H:18]4[CH2:23][CH2:22][CH2:21][N:20]([S:27]([CH2:26][C:24]#[N:25])(=[O:29])=[O:28])[CH2:19]4)[CH:14]=[CH:13][N:12]=3)=[CH:9][N:10]=2)[CH:7]=1, predict the reactants needed to synthesize it. The reactants are: [F:1][C:2]1[CH:3]=[CH:4][C:5]2[N:6]([C:8]([C:11]3[N:16]=[C:15]([NH:17][C@@H:18]4[CH2:23][CH2:22][CH2:21][NH:20][CH2:19]4)[CH:14]=[CH:13][N:12]=3)=[CH:9][N:10]=2)[CH:7]=1.[C:24]([CH2:26][S:27](Cl)(=[O:29])=[O:28])#[N:25].C(N(CC)CC)C. (2) Given the product [OH:13][CH:2]([CH2:8][OH:1])[CH2:3][CH2:4][C:5](=[O:7])[CH3:6], predict the reactants needed to synthesize it. The reactants are: [O:1]1[CH2:8][CH:2]1[CH2:3][CH2:4][C:5](=[O:7])[CH3:6].O.C(=C1OCC2(COC(=CC)OC2)C[O:13]1)C.C1(C)C=CC(S(O)(=O)=O)=CC=1. (3) Given the product [Br:3][C:4]1[CH:5]=[C:6]2[C:10](=[CH:11][CH:12]=1)[N:9]=[C:23]([C:20]1[CH:19]=[CH:18][C:17]([C:16]([F:15])([F:27])[F:28])=[CH:22][CH:21]=1)[C:24]([CH3:25])=[C:7]2[C:8]([OH:13])=[O:1], predict the reactants needed to synthesize it. The reactants are: [OH-:1].[K+].[Br:3][C:4]1[CH:5]=[C:6]2[C:10](=[CH:11][CH:12]=1)[NH:9][C:8](=[O:13])[C:7]2=O.[F:15][C:16]([F:28])([F:27])[C:17]1[CH:22]=[CH:21][C:20]([C:23](=O)[CH2:24][CH3:25])=[CH:19][CH:18]=1. (4) Given the product [C:16]([O:9][CH:3]1[CH:4]2[CH:5]([O:6][CH2:7][CH2:8]2)[O:1][CH2:2]1)(=[O:18])[CH3:17], predict the reactants needed to synthesize it. The reactants are: [O:1]1[CH:5]2[O:6][CH2:7][CH2:8][CH:4]2[CH:3]([OH:9])[CH2:2]1.C(=O)([O-])[O-].[Na+].[Na+].[C:16](OC(=O)C)(=[O:18])[CH3:17]. (5) Given the product [CH:9]1([C:7]2[O:8][C:4]3[C:5](=[C:12]([C:15]#[N:16])[C:13]([CH3:14])=[C:2]([C:23]4[O:24][CH:25]=[CH:26][CH:27]=4)[C:3]=3[F:17])[N:6]=2)[CH2:11][CH2:10]1, predict the reactants needed to synthesize it. The reactants are: Br[C:2]1[C:3]([F:17])=[C:4]2[O:8][C:7]([CH:9]3[CH2:11][CH2:10]3)=[N:6][C:5]2=[C:12]([C:15]#[N:16])[C:13]=1[CH3:14].C([Sn](CCCC)(CCCC)[C:23]1[O:24][CH:25]=[CH:26][CH:27]=1)CCC. (6) Given the product [CH:22]1([C:20]([C:19]2[O:8][C:4]3[CH:5]=[CH:6][CH:7]=[C:2]([F:1])[C:3]=3[C:9]=2[CH3:10])=[O:21])[CH2:27][CH2:26][CH2:25][CH2:24][CH2:23]1, predict the reactants needed to synthesize it. The reactants are: [F:1][C:2]1[CH:7]=[CH:6][CH:5]=[C:4]([OH:8])[C:3]=1[C:9](=O)[CH3:10].C(=O)([O-])[O-].[K+].[K+].Br[CH2:19][C:20]([CH:22]1[CH2:27][CH2:26][CH2:25][CH2:24][CH2:23]1)=[O:21]. (7) Given the product [F:17][C:13]1[N:12]=[C:11]([N:10]2[C:4]3[CH:3]=[C:2]([C:25]4[CH:24]=[N:23][CH:22]=[C:21]([C:18]([CH3:20])=[CH2:19])[CH:26]=4)[N:7]=[CH:6][C:5]=3[CH:8]=[N:9]2)[CH:16]=[CH:15][CH:14]=1, predict the reactants needed to synthesize it. The reactants are: Cl[C:2]1[N:7]=[CH:6][C:5]2[CH:8]=[N:9][N:10]([C:11]3[CH:16]=[CH:15][CH:14]=[C:13]([F:17])[N:12]=3)[C:4]=2[CH:3]=1.[C:18]([C:21]1[CH:22]=[N:23][CH:24]=[C:25](B2OC(C)(C)C(C)(C)O2)[CH:26]=1)([CH3:20])=[CH2:19].O.C([O-])(=O)C.[K+].C(=O)([O-])[O-].[Na+].[Na+].